Dataset: Full USPTO retrosynthesis dataset with 1.9M reactions from patents (1976-2016). Task: Predict the reactants needed to synthesize the given product. (1) The reactants are: [CH2:1]([C:3]1[C:8]([C:9]([OH:11])=O)=[CH:7][N:6]=[C:5]([S:12][CH3:13])[N:4]=1)[CH3:2].CN(C)C=O.C(Cl)(=O)C(Cl)=O.[Cl:25][C:26]1[CH:32]=[CH:31][C:30]([Cl:33])=[CH:29][C:27]=1[NH2:28]. Given the product [Cl:25][C:26]1[CH:32]=[CH:31][C:30]([Cl:33])=[CH:29][C:27]=1[NH:28][C:9]([C:8]1[C:3]([CH2:1][CH3:2])=[N:4][C:5]([S:12][CH3:13])=[N:6][CH:7]=1)=[O:11], predict the reactants needed to synthesize it. (2) Given the product [NH2:24][C:9]1[CH:10]=[N:11][N:12]([C:13]2[CH:18]=[CH:17][C:16]([S:19]([CH3:22])(=[O:20])=[O:21])=[C:15]([F:23])[CH:14]=2)[C:8]=1[C:5]1[CH:4]=[CH:3][C:2]([Br:1])=[CH:7][CH:6]=1, predict the reactants needed to synthesize it. The reactants are: [Br:1][C:2]1[CH:7]=[CH:6][C:5]([C:8]2[N:12]([C:13]3[CH:18]=[CH:17][C:16]([S:19]([CH3:22])(=[O:21])=[O:20])=[C:15]([F:23])[CH:14]=3)[N:11]=[CH:10][C:9]=2[N+:24]([O-])=O)=[CH:4][CH:3]=1.O. (3) Given the product [CH3:1][O:2][C:3]1[CH:8]=[C:7]([C:9]2[CH:13]=[C:12]([C:14]3[CH:15]=[C:16]([O:24][CH3:25])[C:17]([O:22][CH3:23])=[C:18]([O:20][CH3:21])[CH:19]=3)[O:11][N:10]=2)[CH:6]=[C:5]([O:26][CH3:27])[C:4]=1[O:28][CH2:36][CH2:37][CH2:38][CH2:39][CH2:40][O:41][C:42]1[CH:47]=[CH:46][C:45]([CH:48]2[NH:57][C:56](=[O:58])[C:55]3[C:50](=[CH:51][CH:52]=[CH:53][CH:54]=3)[NH:49]2)=[CH:44][C:43]=1[O:59][CH3:60], predict the reactants needed to synthesize it. The reactants are: [CH3:1][O:2][C:3]1[CH:8]=[C:7]([C:9]2[CH:13]=[C:12]([C:14]3[CH:19]=[C:18]([O:20][CH3:21])[C:17]([O:22][CH3:23])=[C:16]([O:24][CH3:25])[CH:15]=3)[O:11][N:10]=2)[CH:6]=[C:5]([O:26][CH3:27])[C:4]=1[OH:28].C(=O)([O-])[O-].[K+].[K+].Br[CH2:36][CH2:37][CH2:38][CH2:39][CH2:40][O:41][C:42]1[CH:47]=[CH:46][C:45]([CH:48]2[NH:57][C:56](=[O:58])[C:55]3[C:50](=[CH:51][CH:52]=[CH:53][CH:54]=3)[NH:49]2)=[CH:44][C:43]=1[O:59][CH3:60]. (4) Given the product [Cl:1][C:2]1[C:3]([NH2:16])=[C:4]([O:14][CH3:15])[CH:5]=[C:6]([N:8]2[CH2:9][CH2:10][O:11][CH2:12][CH2:13]2)[N:7]=1, predict the reactants needed to synthesize it. The reactants are: [Cl:1][C:2]1[N:7]=[C:6]([N:8]2[CH2:13][CH2:12][O:11][CH2:10][CH2:9]2)[CH:5]=[C:4]([O:14][CH3:15])[C:3]=1[N+:16]([O-])=O. (5) Given the product [Cl:1][C:2]1[C:7]([Cl:8])=[CH:6][C:5]2[O:9][CH2:10][C:11](=[O:12])[NH:16][C:4]=2[CH:3]=1, predict the reactants needed to synthesize it. The reactants are: [Cl:1][C:2]1[C:7]([Cl:8])=[CH:6][C:5]([O:9][CH2:10][C:11](OCC)=[O:12])=[C:4]([N+:16]([O-])=O)[CH:3]=1.O.O.Cl[Sn]Cl.FC(F)(F)C(O)=O.Cl.